This data is from Peptide-MHC class II binding affinity with 134,281 pairs from IEDB. The task is: Regression. Given a peptide amino acid sequence and an MHC pseudo amino acid sequence, predict their binding affinity value. This is MHC class II binding data. (1) The peptide sequence is AEDVIPEGWKADTSY. The MHC is DRB1_0101 with pseudo-sequence DRB1_0101. The binding affinity (normalized) is 0.259. (2) The peptide sequence is KNLYDHALMSIISTF. The MHC is DRB1_0404 with pseudo-sequence DRB1_0404. The binding affinity (normalized) is 0.762. (3) The peptide sequence is MMLVSVAGRVDGLELK. The MHC is HLA-DQA10601-DQB10402 with pseudo-sequence HLA-DQA10601-DQB10402. The binding affinity (normalized) is 0.497. (4) The peptide sequence is RFTISRDNAKNSLYL. The MHC is DRB1_0802 with pseudo-sequence DRB1_0802. The binding affinity (normalized) is 0.224. (5) The peptide sequence is AFVGLFSVLIALALI. The MHC is DRB1_0701 with pseudo-sequence DRB1_0701. The binding affinity (normalized) is 0. (6) The peptide sequence is DMRLLSLAVSSAVPT. The MHC is DRB1_0901 with pseudo-sequence DRB1_0901. The binding affinity (normalized) is 0.770. (7) The peptide sequence is YDAFLANVSTVLTGK. The MHC is DRB1_1101 with pseudo-sequence DRB1_1101. The binding affinity (normalized) is 0.472. (8) The peptide sequence is RNEWILESDHLIAEM. The MHC is DRB1_0802 with pseudo-sequence DRB1_0802. The binding affinity (normalized) is 0.